This data is from Forward reaction prediction with 1.9M reactions from USPTO patents (1976-2016). The task is: Predict the product of the given reaction. (1) The product is: [CH3:1][P:2]([C:5]1[CH:10]=[CH:9][CH:8]=[CH:7][CH:6]=1)(=[O:3])[O-:4].[CH2:25]([N+:16]([CH2:12][CH2:13][CH2:14][CH3:15])([CH2:17][CH2:18][CH2:19][CH3:20])[CH2:21][CH2:22][CH2:23][CH3:24])[CH2:26][CH2:27][CH3:28]. Given the reactants [CH3:1][P:2]([C:5]1[CH:10]=[CH:9][CH:8]=[CH:7][CH:6]=1)(=[O:4])[OH:3].[OH-].[CH2:12]([N+:16]([CH2:25][CH2:26][CH2:27][CH3:28])([CH2:21][CH2:22][CH2:23][CH3:24])[CH2:17][CH2:18][CH2:19][CH3:20])[CH2:13][CH2:14][CH3:15], predict the reaction product. (2) Given the reactants C([NH:4][C:5]1[C:13]([N+:14]([O-:16])=[O:15])=[CH:12][C:8]([C:9]([OH:11])=[O:10])=[C:7]([F:17])[CH:6]=1)(=O)C.Cl.[C:19]([O-])(O)=O.[Na+], predict the reaction product. The product is: [NH2:4][C:5]1[C:13]([N+:14]([O-:16])=[O:15])=[CH:12][C:8]([C:9]([O:11][CH3:19])=[O:10])=[C:7]([F:17])[CH:6]=1.